This data is from Forward reaction prediction with 1.9M reactions from USPTO patents (1976-2016). The task is: Predict the product of the given reaction. (1) Given the reactants [NH:1]1[CH2:6][CH2:5][CH:4]([CH2:7][CH2:8][OH:9])[CH2:3][CH2:2]1.[C:10](OC([O-])=O)([O:12][C:13]([CH3:16])([CH3:15])[CH3:14])=[O:11], predict the reaction product. The product is: [C:13]([O:12][C:10]([N:1]1[CH2:6][CH2:5][CH:4]([CH2:7][CH2:8][OH:9])[CH2:3][CH2:2]1)=[O:11])([CH3:16])([CH3:15])[CH3:14]. (2) Given the reactants [N:1]1[CH:6]=[CH:5][CH:4]=[CH:3][C:2]=1[CH2:7][N:8]1[C:16]2[C:11](=[CH:12][C:13]([NH:17][C:18]3[C:27]4[C:22](=[CH:23][CH:24]=[CH:25][C:26]=4[O:28][CH2:29][C:30](OC)=[O:31])[N:21]=[CH:20][N:19]=3)=[CH:14][CH:15]=2)[CH:10]=[N:9]1.[NH:34]1[CH2:38][CH2:37][CH2:36][CH2:35]1, predict the reaction product. The product is: [O:31]=[C:30]([N:34]1[CH2:38][CH2:37][CH2:36][CH2:35]1)[CH2:29][O:28][C:26]1[CH:25]=[CH:24][CH:23]=[C:22]2[C:27]=1[C:18]([NH:17][C:13]1[CH:12]=[C:11]3[C:16](=[CH:15][CH:14]=1)[N:8]([CH2:7][C:2]1[CH:3]=[CH:4][CH:5]=[CH:6][N:1]=1)[N:9]=[CH:10]3)=[N:19][CH:20]=[N:21]2. (3) Given the reactants C(O[BH-](OC(=O)C)OC(=O)C)(=O)C.[Na+].[NH2:15][C:16]1[CH:29]=[C:28]2[C:19]([O:20][C:21]3[C:22]([C:30]4[NH:35][C:34](=[O:36])[CH:33]=[C:32]([N:37]5[CH2:42][CH2:41][O:40][CH2:39][CH2:38]5)[CH:31]=4)=[CH:23][CH:24]=[CH:25][C:26]=3[CH2:27]2)=[CH:18][CH:17]=1.[NH:43]1[CH2:48][CH2:47][O:46][C:45]2N=C[CH:51]=[C:52]([CH:53]=O)[C:44]1=2.[CH2:55]([N:57](CC)CC)C, predict the reaction product. The product is: [NH:43]1[CH2:48][CH2:47][O:46][C:45]2[CH:55]=[N:57][CH:51]=[C:52]([CH2:53][NH:15][C:16]3[CH:29]=[C:28]4[C:19]([O:20][C:21]5[C:22]([C:30]6[NH:35][C:34](=[O:36])[CH:33]=[C:32]([N:37]7[CH2:42][CH2:41][O:40][CH2:39][CH2:38]7)[CH:31]=6)=[CH:23][CH:24]=[CH:25][C:26]=5[CH2:27]4)=[CH:18][CH:17]=3)[C:44]1=2. (4) Given the reactants [NH2:1][C:2]1[N:7]=[CH:6][C:5]([NH:8][C:9](=[O:16])OCC(Cl)(Cl)Cl)=[CH:4][CH:3]=1.[C:17]1([C:23]2[N:27]=[C:26]([N:28]3[CH2:33][CH2:32][NH:31][CH2:30][CH2:29]3)[S:25][N:24]=2)[CH:22]=[CH:21][CH:20]=[CH:19][CH:18]=1.C(N(C(C)C)CC)(C)C.O, predict the reaction product. The product is: [NH2:1][C:2]1[N:7]=[CH:6][C:5]([NH:8][C:9]([N:31]2[CH2:32][CH2:33][N:28]([C:26]3[S:25][N:24]=[C:23]([C:17]4[CH:22]=[CH:21][CH:20]=[CH:19][CH:18]=4)[N:27]=3)[CH2:29][CH2:30]2)=[O:16])=[CH:4][CH:3]=1. (5) Given the reactants [C:1]1([CH:7]([C:21]2[CH:26]=[CH:25][CH:24]=[CH:23][CH:22]=2)[CH2:8][NH:9][C:10]2[N:18]=[C:17]([C:19]#N)[N:16]=[C:15]3[C:11]=2[N:12]=[CH:13][NH:14]3)[CH:6]=[CH:5][CH:4]=[CH:3][CH:2]=1.[OH-:27].[Na+].Cl.[OH2:30], predict the reaction product. The product is: [C:1]1([CH:7]([C:21]2[CH:26]=[CH:25][CH:24]=[CH:23][CH:22]=2)[CH2:8][NH:9][C:10]2[N:18]=[C:17]([C:19]([OH:30])=[O:27])[N:16]=[C:15]3[C:11]=2[N:12]=[CH:13][NH:14]3)[CH:6]=[CH:5][CH:4]=[CH:3][CH:2]=1. (6) Given the reactants [NH2:1][C@H:2]1[C@@H:7]([C:8]2[CH:13]=[CH:12][C:11]([Br:14])=[CH:10][CH:9]=2)[NH:6][C:5](=[O:15])[CH2:4][CH2:3]1.N12CCCN=C1CCCCC2.C(Cl)Cl.[CH3:30][CH:31]([S:33](Cl)(=[O:35])=[O:34])[CH3:32], predict the reaction product. The product is: [Br:14][C:11]1[CH:12]=[CH:13][C:8]([C@H:7]2[C@@H:2]([NH:1][S:33]([CH:31]([CH3:32])[CH3:30])(=[O:35])=[O:34])[CH2:3][CH2:4][C:5](=[O:15])[NH:6]2)=[CH:9][CH:10]=1. (7) Given the reactants Cl.[CH3:2][O:3][C:4]([C@@H:6]1[CH2:10][CH2:9][CH2:8][NH:7]1)=[O:5].C(=O)([O-])[O-].[K+].[K+].[I-].[K+].[C:19]([O:22][CH2:23][CH2:24][C@@H:25]([NH:29][C:30]1[C:35]([CH2:36][C:37]2[CH:42]=[CH:41][C:40]([O:43][CH2:44][CH2:45][CH2:46]OS(C)(=O)=O)=[CH:39][C:38]=2[O:52][CH3:53])=[C:34]([CH3:54])[N:33]=[C:32]([NH2:55])[N:31]=1)[CH2:26][CH2:27][CH3:28])(=[O:21])[CH3:20], predict the reaction product. The product is: [C:19]([O:22][CH2:23][CH2:24][C@@H:25]([NH:29][C:30]1[C:35]([CH2:36][C:37]2[CH:42]=[CH:41][C:40]([O:43][CH2:44][CH2:45][CH2:46][N:7]3[CH2:8][CH2:9][CH2:10][C@H:6]3[C:4]([O:3][CH3:2])=[O:5])=[CH:39][C:38]=2[O:52][CH3:53])=[C:34]([CH3:54])[N:33]=[C:32]([NH2:55])[N:31]=1)[CH2:26][CH2:27][CH3:28])(=[O:21])[CH3:20].